From a dataset of TCR-epitope binding with 47,182 pairs between 192 epitopes and 23,139 TCRs. Binary Classification. Given a T-cell receptor sequence (or CDR3 region) and an epitope sequence, predict whether binding occurs between them. (1) The epitope is LPRRSGAAGA. The TCR CDR3 sequence is CASSQGLGSYEQYF. Result: 1 (the TCR binds to the epitope). (2) The epitope is SLVKPSFYV. The TCR CDR3 sequence is CASSQAQGHEQFF. Result: 0 (the TCR does not bind to the epitope). (3) The epitope is RPHERNGFTVL. Result: 1 (the TCR binds to the epitope). The TCR CDR3 sequence is CAISEGDLNTEAFF.